Predict which catalyst facilitates the given reaction. From a dataset of Catalyst prediction with 721,799 reactions and 888 catalyst types from USPTO. Product: [CH2:5]1[CH2:6][CH2:7][N:1]([CH2:8][C:9]#[N:10])[CH2:2][CH2:3][CH2:4]1. Reactant: [N:1]1([CH2:8][CH2:9][NH2:10])[CH2:7][CH2:6][CH2:5][CH2:4][CH2:3][CH2:2]1.C(#N)CO. The catalyst class is: 6.